Dataset: Reaction yield outcomes from USPTO patents with 853,638 reactions. Task: Predict the reaction yield, written as a fraction of the theoretical maximum amount of product (1.0 means a 100% yield; for example, 0.34 means a 34% yield). (1) The reactants are ClC(Cl)(O[C:5](=[O:11])OC(Cl)(Cl)Cl)Cl.[F:13][C:14]([F:22])([F:21])[CH:15]([OH:20])[C:16]([F:19])([F:18])[F:17].C(N(CC)C(C)C)(C)C.[F:32][C:33]1[CH:34]=[C:35]([C:39]2[CH:40]=[CH:41][C:42]([CH2:45][N:46]3[CH2:51][CH2:50][NH:49][CH2:48][CH2:47]3)=[N:43][CH:44]=2)[CH:36]=[CH:37][CH:38]=1. The catalyst is O.ClCCl. The product is [F:32][C:33]1[CH:34]=[C:35]([C:39]2[CH:40]=[CH:41][C:42]([CH2:45][N:46]3[CH2:51][CH2:50][N:49]([C:5]([O:20][CH:15]([C:16]([F:19])([F:18])[F:17])[C:14]([F:22])([F:21])[F:13])=[O:11])[CH2:48][CH2:47]3)=[N:43][CH:44]=2)[CH:36]=[CH:37][CH:38]=1. The yield is 0.480. (2) The reactants are [Br:1][C:2]1[S:6][C:5]([CH2:7][OH:8])=[CH:4][CH:3]=1.[H-].[Na+].[CH3:11]I.Cl. The catalyst is O1CCCC1. The product is [Br:1][C:2]1[S:6][C:5]([CH2:7][O:8][CH3:11])=[CH:4][CH:3]=1. The yield is 0.890. (3) The reactants are [CH3:1][S:2]([CH2:5][CH2:6][CH2:7][O:8][C:9]1[C:10]([CH3:19])=[C:11]2[N:16]([CH:17]=1)[N:15]=[CH:14][N:13]=[C:12]2[OH:18])(=[O:4])=[O:3].O=P(Cl)(Cl)Cl.[F:25][C:26]1[C:34](O)=[CH:33][CH:32]=[C:31]2[C:27]=1[CH:28]=[C:29]([CH3:36])[NH:30]2.[H-].[Na+]. The catalyst is ClCCl.CN(C=O)C. The product is [F:25][C:26]1[C:34]([O:18][C:12]2[C:11]3=[C:10]([CH3:19])[C:9]([O:8][CH2:7][CH2:6][CH2:5][S:2]([CH3:1])(=[O:4])=[O:3])=[CH:17][N:16]3[N:15]=[CH:14][N:13]=2)=[CH:33][CH:32]=[C:31]2[C:27]=1[CH:28]=[C:29]([CH3:36])[NH:30]2. The yield is 0.650. (4) The reactants are [NH:1]([C:3]1[N:4]=[C:5]2[CH:11]=[CH:10][N:9]([S:12]([C:15]3[CH:21]=[CH:20][C:18]([CH3:19])=[CH:17][CH:16]=3)(=[O:14])=[O:13])[C:6]2=[N:7][CH:8]=1)[NH2:2].[CH2:22]([N:24]([CH2:39][CH3:40])[S:25]([CH2:28][CH:29]1[CH2:33][CH:32]([C:34](O)=[O:35])[CH:31]([CH2:37][CH3:38])[CH2:30]1)(=[O:27])=[O:26])[CH3:23].CN(C(ON1N=NC2C=CC=NC1=2)=[N+](C)C)C.F[P-](F)(F)(F)(F)F. The catalyst is C(Cl)Cl. The product is [CH2:39]([N:24]([CH2:22][CH3:23])[S:25]([CH2:28][CH:29]1[CH2:33][CH:32]([C:34]([NH:2][NH:1][C:3]2[N:4]=[C:5]3[CH:11]=[CH:10][N:9]([S:12]([C:15]4[CH:21]=[CH:20][C:18]([CH3:19])=[CH:17][CH:16]=4)(=[O:13])=[O:14])[C:6]3=[N:7][CH:8]=2)=[O:35])[CH:31]([CH2:37][CH3:38])[CH2:30]1)(=[O:27])=[O:26])[CH3:40]. The yield is 0.980. (5) The reactants are [CH2:1]([O:8][C:9]1[CH:10]=[CH:11][C:12]([C:20](=[O:23])[CH2:21][Br:22])=[C:13]2[C:18]=1[NH:17][C:16](=[O:19])[CH:15]=[CH:14]2)[C:2]1[CH:7]=[CH:6][CH:5]=[CH:4][CH:3]=1.O1CCCC1.B.CO. The catalyst is C1(C)C=CC=CC=1. The product is [CH2:1]([O:8][C:9]1[CH:10]=[CH:11][C:12]([C@@H:20]([OH:23])[CH2:21][Br:22])=[C:13]2[C:18]=1[NH:17][C:16](=[O:19])[CH:15]=[CH:14]2)[C:2]1[CH:3]=[CH:4][CH:5]=[CH:6][CH:7]=1. The yield is 0.810.